From a dataset of Forward reaction prediction with 1.9M reactions from USPTO patents (1976-2016). Predict the product of the given reaction. Given the reactants [C:1]([CH2:4][C:5]1[CH:6]=[CH:7][C:8]2[N:12]=[C:11]([C:13]3[CH:18]=[CH:17][CH:16]=[CH:15][C:14]=3[O:19][CH3:20])[NH:10][C:9]=2[C:21]=1[C:22](O)=[O:23])(O)=[O:2].[NH2:25][CH2:26][CH2:27][CH2:28][N:29]([CH2:37][CH2:38][C:39]1[CH:44]=[CH:43][C:42]([O:45][CH3:46])=[C:41]([O:47][CH3:48])[CH:40]=1)[C:30](=[O:36])[O:31][C:32]([CH3:35])([CH3:34])[CH3:33].O(C(OC(C)(C)C)=O)C(OC(C)(C)C)=O.CCN(CC)CC, predict the reaction product. The product is: [C:32]([O:31][C:30](=[O:36])[N:29]([CH2:37][CH2:38][C:39]1[CH:44]=[CH:43][C:42]([O:45][CH3:46])=[C:41]([O:47][CH3:48])[CH:40]=1)[CH2:28][CH2:27][CH2:26][N:25]1[C:1](=[O:2])[CH2:4][C:5]2[CH:6]=[CH:7][C:8]3[N:12]=[C:11]([C:13]4[CH:18]=[CH:17][CH:16]=[CH:15][C:14]=4[O:19][CH3:20])[NH:10][C:9]=3[C:21]=2[C:22]1=[O:23])([CH3:33])([CH3:35])[CH3:34].